This data is from Peptide-MHC class I binding affinity with 185,985 pairs from IEDB/IMGT. The task is: Regression. Given a peptide amino acid sequence and an MHC pseudo amino acid sequence, predict their binding affinity value. This is MHC class I binding data. The peptide sequence is DELWRGLLA. The MHC is HLA-B46:01 with pseudo-sequence HLA-B46:01. The binding affinity (normalized) is 0.0847.